Dataset: Full USPTO retrosynthesis dataset with 1.9M reactions from patents (1976-2016). Task: Predict the reactants needed to synthesize the given product. Given the product [NH2:25][C:14]1[N:13]=[C:12]([N:8]2[CH2:7][CH2:6][C:5]3[C:10](=[CH:11][C:2]([C:34]4[CH:39]=[N:38][C:37]([N:40]5[CH2:41][CH2:42][N:43]([C:46]([O:48][C:49]([CH3:52])([CH3:51])[CH3:50])=[O:47])[CH2:44][CH2:45]5)=[N:36][CH:35]=4)=[CH:3][CH:4]=3)[CH2:9]2)[CH:17]=[C:16]([N:18]2[CH2:23][CH2:22][N:21]([CH3:24])[CH2:20][CH2:19]2)[N:15]=1, predict the reactants needed to synthesize it. The reactants are: Br[C:2]1[CH:11]=[C:10]2[C:5]([CH2:6][CH2:7][N:8]([C:12]3[CH:17]=[C:16]([N:18]4[CH2:23][CH2:22][N:21]([CH3:24])[CH2:20][CH2:19]4)[N:15]=[C:14]([NH2:25])[N:13]=3)[CH2:9]2)=[CH:4][CH:3]=1.CC1(C)C(C)(C)OB([C:34]2[CH:35]=[N:36][C:37]([N:40]3[CH2:45][CH2:44][N:43]([C:46]([O:48][C:49]([CH3:52])([CH3:51])[CH3:50])=[O:47])[CH2:42][CH2:41]3)=[N:38][CH:39]=2)O1.